The task is: Predict the product of the given reaction.. This data is from Forward reaction prediction with 1.9M reactions from USPTO patents (1976-2016). Given the reactants [Cl:1][C:2]1[CH:31]=[CH:30][C:5]([O:6][CH:7]2[CH2:12][CH2:11][N:10]([C:13]([C:15]3[CH:20]=[C:19]([CH2:21][NH:22][C:23](=O)[O:24]C(C)(C)C)[CH:18]=[CH:17][N:16]=3)=[O:14])[CH2:9][CH2:8]2)=[CH:4][CH:3]=1.C(N(CC)C(C)C)(C)C.[C:41](Cl)(=O)[C:42](C)([CH3:44])[CH3:43].O, predict the reaction product. The product is: [Cl:1][C:2]1[CH:3]=[CH:4][C:5]([O:6][CH:7]2[CH2:12][CH2:11][N:10]([C:13]([C:15]3[CH:20]=[C:19]([CH2:21][NH:22][C:23](=[O:24])[C:42]([CH3:44])([CH3:43])[CH3:41])[CH:18]=[CH:17][N:16]=3)=[O:14])[CH2:9][CH2:8]2)=[CH:30][CH:31]=1.